This data is from Reaction yield outcomes from USPTO patents with 853,638 reactions. The task is: Predict the reaction yield, written as a fraction of the theoretical maximum amount of product (1.0 means a 100% yield; for example, 0.34 means a 34% yield). (1) The reactants are [H-].[Na+].[C:3]([O:7][C:8]([N:10]1[CH2:15][CH2:14][O:13][CH2:12][CH:11]1[CH2:16][OH:17])=[O:9])([CH3:6])([CH3:5])[CH3:4].[N+](C1C=CC([O:27][C:28]([N:30]2[CH2:35][CH2:34][N:33]([C:36]3[CH:41]=[CH:40][C:39]([F:42])=[CH:38][CH:37]=3)[CH2:32][CH2:31]2)=O)=CC=1)([O-])=O.C([O-])(O)=O.[Na+]. The catalyst is C1COCC1. The product is [C:3]([O:7][C:8]([N:10]1[CH2:15][CH2:14][O:13][CH2:12][CH:11]1[CH2:16][O:17][C:28]([N:30]1[CH2:31][CH2:32][N:33]([C:36]2[CH:41]=[CH:40][C:39]([F:42])=[CH:38][CH:37]=2)[CH2:34][CH2:35]1)=[O:27])=[O:9])([CH3:6])([CH3:5])[CH3:4]. The yield is 0.680. (2) The reactants are C([O:3][C:4]([C:6]1[C:15](=[O:16])[C:14]2[C:9](=[CH:10][CH:11]=[CH:12][C:13]=2[OH:17])[NH:8][CH:7]=1)=[O:5])C. The catalyst is [OH-].[Na+]. The product is [OH:17][C:13]1[CH:12]=[CH:11][CH:10]=[C:9]2[C:14]=1[C:15](=[O:16])[C:6]([C:4]([OH:5])=[O:3])=[CH:7][NH:8]2. The yield is 0.870.